Dataset: Reaction yield outcomes from USPTO patents with 853,638 reactions. Task: Predict the reaction yield, written as a fraction of the theoretical maximum amount of product (1.0 means a 100% yield; for example, 0.34 means a 34% yield). (1) No catalyst specified. The yield is 0.500. The reactants are C[N:2]([CH3:19])[C:3]([C:5]1[N:14]([CH:15]2[CH2:18][CH2:17][CH2:16]2)[C:8]2[N:9]=[C:10](Cl)[N:11]=[CH:12][C:7]=2[CH:6]=1)=[O:4].[C:20]([O:24][C:25]([N:27]1[CH:32]2[CH2:33][CH2:34][CH:28]1[CH2:29][N:30]([C:35]([C:37]1[CH:38]=[N:39][C:40]([NH2:43])=[CH:41][CH:42]=1)=[O:36])[CH2:31]2)=[O:26])([CH3:23])([CH3:22])[CH3:21]. The product is [C:20]([O:24][C:25]([N:27]1[CH:28]2[CH2:34][CH2:33][CH:32]1[CH2:31][N:30]([C:35]([C:37]1[CH:38]=[N:39][C:40]([NH:43][C:10]3[N:11]=[CH:12][C:7]4[CH:6]=[C:5]([C:3](=[O:4])[NH:2][CH3:19])[N:14]([CH:15]5[CH2:16][CH2:17][CH2:18]5)[C:8]=4[N:9]=3)=[CH:41][CH:42]=1)=[O:36])[CH2:29]2)=[O:26])([CH3:23])([CH3:21])[CH3:22]. (2) The reactants are N(C(OC(C)(C)C)=O)=NC(OC(C)(C)C)=O.[F:17][C:18]1[CH:23]=[CH:22][C:21]([N:24]2[CH2:29][CH2:28][N:27]3[N:30]=[C:31]([CH2:33][OH:34])[CH:32]=[C:26]3[C:25]2=[O:35])=[CH:20][CH:19]=1.[CH:36]1[C:41](O)=[CH:40][CH:39]=[C:38]([CH3:43])[CH:37]=1.C1(P(C2C=CC=CC=2)C2C=CC=CC=2)C=CC=CC=1. The catalyst is C1COCC1.CCOC(C)=O. The product is [F:17][C:18]1[CH:23]=[CH:22][C:21]([N:24]2[CH2:29][CH2:28][N:27]3[N:30]=[C:31]([CH2:33][O:34][C:41]4[CH:40]=[CH:39][C:38]([CH3:43])=[CH:37][CH:36]=4)[CH:32]=[C:26]3[C:25]2=[O:35])=[CH:20][CH:19]=1. The yield is 0.380. (3) The reactants are [Cl:1][C:2]1[CH:11]=[CH:10][C:9]([NH2:12])=[C:8]2[C:3]=1[CH:4]=[CH:5][CH:6]=[N:7]2.[CH3:13][S:14]([C:17]1[CH:22]=[CH:21][C:20]([S:23](Cl)(=[O:25])=[O:24])=[C:19]([N+:27]([O-:29])=[O:28])[CH:18]=1)(=[O:16])=[O:15]. The catalyst is CN(C1C=CN=CC=1)C.N1C=CC=CC=1. The product is [Cl:1][C:2]1[CH:11]=[CH:10][C:9]([NH:12][S:23]([C:20]2[CH:21]=[CH:22][C:17]([S:14]([CH3:13])(=[O:16])=[O:15])=[CH:18][C:19]=2[N+:27]([O-:29])=[O:28])(=[O:24])=[O:25])=[C:8]2[C:3]=1[CH:4]=[CH:5][CH:6]=[N:7]2. The yield is 0.600.